From a dataset of Catalyst prediction with 721,799 reactions and 888 catalyst types from USPTO. Predict which catalyst facilitates the given reaction. (1) Reactant: [I:1][C:2]1[CH:7]=[CH:6][CH:5]=[CH:4][C:3]=1[S:8]([CH3:11])(=[O:10])=[O:9].[Br:12]N1C(=O)CCC1=O. Product: [Br:12][C:5]1[CH:6]=[CH:7][C:2]([I:1])=[C:3]([S:8]([CH3:11])(=[O:9])=[O:10])[CH:4]=1. The catalyst class is: 82. (2) Reactant: [F:1][C:2]1([F:46])[C:10]2[C:5](=[CH:6][CH:7]=[CH:8][CH:9]=2)[N:4]([CH2:11][CH2:12][CH2:13][N:14]2[CH2:44][CH2:43][C:17]3([N:21]([C:22]4[CH:27]=[CH:26][CH:25]=[CH:24][CH:23]=4)[CH2:20][N:19]([CH2:28][C:29]4[CH:30]=[C:31]([CH:39]=[CH:40][CH:41]=4)[C:32]([O:34]C(C)(C)C)=[O:33])[C:18]3=[O:42])[CH2:16][CH2:15]2)[C:3]1=[O:45]. Product: [F:46][C:2]1([F:1])[C:10]2[C:5](=[CH:6][CH:7]=[CH:8][CH:9]=2)[N:4]([CH2:11][CH2:12][CH2:13][N:14]2[CH2:15][CH2:16][C:17]3([N:21]([C:22]4[CH:23]=[CH:24][CH:25]=[CH:26][CH:27]=4)[CH2:20][N:19]([CH2:28][C:29]4[CH:30]=[C:31]([CH:39]=[CH:40][CH:41]=4)[C:32]([OH:34])=[O:33])[C:18]3=[O:42])[CH2:43][CH2:44]2)[C:3]1=[O:45]. The catalyst class is: 89. (3) The catalyst class is: 343. Reactant: [Cl:1][C:2]1[N:7]=[C:6]([C:8]([OH:10])=[O:9])[C:5]([F:11])=[CH:4][CH:3]=1.ClC(Cl)(Cl)C(=N)O[C:16]([CH3:19])([CH3:18])[CH3:17].B(F)(F)F. Product: [Cl:1][C:2]1[N:7]=[C:6]([C:8]([O:10][C:16]([CH3:19])([CH3:18])[CH3:17])=[O:9])[C:5]([F:11])=[CH:4][CH:3]=1. (4) Reactant: [CH3:1][O:2][C:3]1[CH:4]=[C:5]([C@H:9]([CH2:16][CH3:17])[C@@H:10]([CH3:15])[CH2:11][N:12]([CH3:14])[CH3:13])[CH:6]=[CH:7][CH:8]=1.COC1C=C([C@@H](CC)[C@@H](C)CN(C)C)C=CC=1.B(O)(O)[C@H]1N(C([C@@H](N)C(C)C)=O)CCC1.CS(O)(=O)=O.[ClH:55]. Product: [ClH:55].[CH3:1][O:2][C:3]1[CH:4]=[C:5]([C@H:9]([CH2:16][CH3:17])[C@@H:10]([CH3:15])[CH2:11][N:12]([CH3:14])[CH3:13])[CH:6]=[CH:7][CH:8]=1. The catalyst class is: 21. (5) Reactant: Br[CH2:2][C:3]1[CH:4]=[C:5]([CH:8]=[C:9]([C:11]([F:14])([F:13])[F:12])[CH:10]=1)[C:6]#[N:7].CC#N.C([O-])([O-])=O.[K+].[K+].[CH3:24][N:25]1[CH2:30][CH2:29][NH:28][CH2:27][CH2:26]1. Product: [CH3:24][N:25]1[CH2:30][CH2:29][N:28]([CH2:2][C:3]2[CH:4]=[C:5]([CH:8]=[C:9]([C:11]([F:14])([F:13])[F:12])[CH:10]=2)[C:6]#[N:7])[CH2:27][CH2:26]1. The catalyst class is: 84. (6) Reactant: Cl[C:2]1[CH:7]=[CH:6][C:5]([N+:8]([O-:10])=[O:9])=[CH:4][C:3]=1[C:11]([C:13]1[NH:14][CH:15]=[CH:16][CH:17]=1)=O.O.[NH2:19][NH2:20]. Product: [N+:8]([C:5]1[CH:4]=[C:3]2[C:2](=[CH:7][CH:6]=1)[NH:20][N:19]=[C:11]2[C:13]1[NH:14][CH:15]=[CH:16][CH:17]=1)([O-:10])=[O:9]. The catalyst class is: 588.